This data is from Reaction yield outcomes from USPTO patents with 853,638 reactions. The task is: Predict the reaction yield, written as a fraction of the theoretical maximum amount of product (1.0 means a 100% yield; for example, 0.34 means a 34% yield). The reactants are [CH3:1][O:2][CH2:3][C:4]1[C:5]([CH3:34])=[C:6]([C:10]2[CH:11]=[C:12]3[C:16](=[CH:17][CH:18]=2)[N:15](C2CCCCO2)[N:14]=[C:13]3[C:25]2[NH:29][C:28]3[CH2:30][CH2:31][CH2:32][CH2:33][C:27]=3[N:26]=2)[CH:7]=[N:8][CH:9]=1.C([SiH](CC)CC)C.FC(F)(F)C(O)=O. The catalyst is ClCCl. The product is [CH3:1][O:2][CH2:3][C:4]1[C:5]([CH3:34])=[C:6]([C:10]2[CH:11]=[C:12]3[C:16](=[CH:17][CH:18]=2)[NH:15][N:14]=[C:13]3[C:25]2[NH:29][C:28]3[CH2:30][CH2:31][CH2:32][CH2:33][C:27]=3[N:26]=2)[CH:7]=[N:8][CH:9]=1. The yield is 0.750.